Dataset: Reaction yield outcomes from USPTO patents with 853,638 reactions. Task: Predict the reaction yield, written as a fraction of the theoretical maximum amount of product (1.0 means a 100% yield; for example, 0.34 means a 34% yield). (1) The reactants are FC(F)(F)S(O[C:7]1[CH:16]=[C:15]([F:17])[CH:14]=[C:13]2[C:8]=1[CH:9]=[CH:10][C:11]([CH3:18])=[N:12]2)(=O)=O.[C:21](=[O:24])([O-])[O-:22].[K+].[K+].[CH3:27][N:28]([CH:30]=O)C. The catalyst is C1C=CC(P(C2C=CC=CC=2)[C-]2C=CC=C2)=CC=1.C1C=CC(P(C2C=CC=CC=2)[C-]2C=CC=C2)=CC=1.Cl[Pd]Cl.[Fe+2]. The product is [C:8]([O:22][C:21]([N:28]1[CH2:30][CH:10]=[C:11]([C:7]2[CH:16]=[C:15]([F:17])[CH:14]=[C:13]3[C:8]=2[CH:9]=[CH:10][C:11]([CH3:18])=[N:12]3)[CH2:18][CH2:27]1)=[O:24])([CH3:13])([CH3:9])[CH3:7]. The yield is 0.660. (2) The product is [F:1][C:2]1[CH:7]=[C:6]([CH:5]=[CH:4][C:3]=1[N:11]1[CH2:15][CH2:14][CH2:13][CH2:12]1)[NH2:8]. The reactants are [F:1][C:2]1[CH:7]=[C:6]([N+:8]([O-])=O)[CH:5]=[CH:4][C:3]=1[N:11]1[CH2:15][CH2:14][CH2:13][CH2:12]1.C(Cl)Cl. The yield is 0.880. The catalyst is [Pd].CO. (3) The reactants are O=C1C2C(=CC=CC=2)C(=O)[N:3]1[CH:12]1[CH2:20][C:19]2[C:14](=[CH:15][CH:16]=[C:17]([S:21][C:22](=[O:26])[N:23]([CH3:25])[CH3:24])[CH:18]=2)[CH2:13]1.NN. The catalyst is CCO. The product is [NH2:3][CH:12]1[CH2:20][C:19]2[C:14](=[CH:15][CH:16]=[C:17]([S:21][C:22](=[O:26])[N:23]([CH3:24])[CH3:25])[CH:18]=2)[CH2:13]1. The yield is 0.950. (4) The reactants are Cl.[NH:2]([C:4]1[CH:9]=[C:8]([C:10]#[N:11])[CH:7]=[CH:6][N:5]=1)[NH2:3].CN(C)/[CH:14]=[CH:15]/[C:16]([C:18]1[CH:23]=[CH:22][CH:21]=[C:20]([CH3:24])[CH:19]=1)=O. No catalyst specified. The product is [CH3:24][C:20]1[CH:19]=[C:18]([C:16]2[N:2]([C:4]3[CH:9]=[C:8]([C:10]#[N:11])[CH:7]=[CH:6][N:5]=3)[N:3]=[CH:14][CH:15]=2)[CH:23]=[CH:22][CH:21]=1. The yield is 1.00.